Dataset: Reaction yield outcomes from USPTO patents with 853,638 reactions. Task: Predict the reaction yield, written as a fraction of the theoretical maximum amount of product (1.0 means a 100% yield; for example, 0.34 means a 34% yield). (1) The yield is 0.400. The product is [C:20]([O:23][CH2:24][C:25]1[C:26]([N:40]2[C:41](=[O:53])[C:42]3[S:48][C:47]4[CH2:49][CH2:50][CH2:51][CH2:52][C:46]=4[C:43]=3[CH2:44][CH2:45]2)=[CH:27][CH:28]=[CH:29][C:30]=1[C:2]1[CH:3]=[C:4]([NH:10][C:11]2[CH:19]=[C:14]3[N:13]([N:12]=2)[CH2:18][CH2:17][O:16][CH2:15]3)[C:5](=[O:9])[N:6]([CH2:8][CH3:62])[CH:7]=1)(=[O:22])[CH3:21]. The catalyst is CC#N.O.C1C=CC(P(C2C=CC=CC=2)[C-]2C=CC=C2)=CC=1.C1C=CC(P(C2C=CC=CC=2)[C-]2C=CC=C2)=CC=1.Cl[Pd]Cl.[Fe+2]. The reactants are Br[C:2]1[CH:3]=[C:4]([NH:10][C:11]2[CH:19]=[C:14]3[CH2:15][O:16][CH2:17][CH2:18][N:13]3[N:12]=2)[C:5](=[O:9])[N:6]([CH3:8])[CH:7]=1.[C:20]([O:23][CH2:24][C:25]1[C:30](B2OC(C)(C)C(C)(C)O2)=[CH:29][CH:28]=[CH:27][C:26]=1[N:40]1[CH2:45][CH2:44][C:43]2[C:46]3[CH2:52][CH2:51][CH2:50][CH2:49][C:47]=3[S:48][C:42]=2[C:41]1=[O:53])(=[O:22])[CH3:21].[O-]P([O-])([O-])=O.[K+].[K+].[K+].[C:62]([O-])(=O)C.[Na+]. (2) The reactants are [C:1]1([C:7]2[N:8]=[C:9]([C:17]3[CH:22]=[CH:21][N:20]=[C:19]([NH2:23])[CH:18]=3)[S:10][C:11]=2[C:12]2[NH:16][CH:15]=[N:14][N:13]=2)[CH:6]=[CH:5][CH:4]=[CH:3][CH:2]=1.[CH:24]1([C:27](Cl)=[O:28])[CH2:26][CH2:25]1.C(=O)(O)[O-].[Na+]. The catalyst is N1C=CC=CC=1. The product is [C:1]1([C:7]2[N:8]=[C:9]([C:17]3[CH:22]=[CH:21][N:20]=[C:19]([NH:23][C:27]([CH:24]4[CH2:26][CH2:25]4)=[O:28])[CH:18]=3)[S:10][C:11]=2[C:12]2[NH:16][CH:15]=[N:14][N:13]=2)[CH:2]=[CH:3][CH:4]=[CH:5][CH:6]=1. The yield is 0.800.